Dataset: Catalyst prediction with 721,799 reactions and 888 catalyst types from USPTO. Task: Predict which catalyst facilitates the given reaction. Reactant: [CH:1]([O:4][C:5]1[CH:10]=[CH:9][C:8]([C:11]([N:13]2[CH2:18][CH2:17][C:16]3([CH:27]=[CH:26][C:25]4[C:20](=[CH:21][CH:22]=[CH:23][CH:24]=4)[O:19]3)[CH2:15][CH2:14]2)=[O:12])=[CH:7][C:6]=1[O:28][CH3:29])([CH3:3])[CH3:2].C1C=C(Cl)C=C(C(OO)=[O:38])C=1. Product: [N:13]1([C:11]([C:8]2[CH:9]=[CH:10][C:5]([O:4][CH:1]([CH3:3])[CH3:2])=[C:6]([O:28][CH3:29])[CH:7]=2)=[O:12])[CH2:18][CH2:17][C:16]2([CH:27]3[O:38][CH:26]3[C:25]3[CH:24]=[CH:23][CH:22]=[CH:21][C:20]=3[O:19]2)[CH2:15][CH2:14]1. The catalyst class is: 2.